This data is from Forward reaction prediction with 1.9M reactions from USPTO patents (1976-2016). The task is: Predict the product of the given reaction. (1) Given the reactants N1(O[C:11]2[N:21]=[C:20]([N:22]3[CH2:27][CH2:26][CH:25]([C:28](=[O:40])[NH:29][S:30]([CH2:33][C:34]4[CH:39]=[CH:38][CH:37]=[CH:36][CH:35]=4)(=[O:32])=[O:31])[CH2:24][CH2:23]3)[C:19]([C:41]#[N:42])=[CH:18][C:12]=2[C:13]([O:15][CH2:16][CH3:17])=[O:14])C2C=CC=CC=2N=N1.[SH:43][CH2:44][C:45]([OH:47])=[O:46].CCN(C(C)C)C(C)C.O.[NH4+].[Cl-].Cl, predict the reaction product. The product is: [CH2:33]([S:30]([NH:29][C:28]([CH:25]1[CH2:26][CH2:27][N:22]([C:20]2[N:21]=[C:11]([S:43][CH2:44][C:45]([OH:47])=[O:46])[C:12]([C:13]([O:15][CH2:16][CH3:17])=[O:14])=[CH:18][C:19]=2[C:41]#[N:42])[CH2:23][CH2:24]1)=[O:40])(=[O:31])=[O:32])[C:34]1[CH:35]=[CH:36][CH:37]=[CH:38][CH:39]=1. (2) Given the reactants C([O:8][CH2:9][CH2:10][C@H:11]1[C@@H:17]([N:18](CC2C=CC=CC=2)CC2C=CC=CC=2)[C:16](=[O:33])[NH:15][C:14]2[CH:34]=[C:35]([F:38])[CH:36]=[CH:37][C:13]=2[O:12]1)C1C=CC=CC=1, predict the reaction product. The product is: [NH2:18][C@H:17]1[C:16](=[O:33])[NH:15][C:14]2[CH:34]=[C:35]([F:38])[CH:36]=[CH:37][C:13]=2[O:12][C@H:11]1[CH2:10][CH2:9][OH:8]. (3) Given the reactants [CH3:1][O:2][C:3](=[O:30])[C@@H:4]([C:6]1[CH:7]=[C:8]([C:16]2[CH:21]=[CH:20][C:19]([C:22]([F:25])([F:24])[F:23])=[CH:18][C:17]=2[CH2:26][NH:27][CH2:28][CH3:29])[CH:9]=[C:10]([C:12]([F:15])([F:14])[F:13])[CH:11]=1)[CH3:5].C(N(CC)CC)C.[CH2:38]([N:45]=[C:46]=[O:47])[C:39]1[CH:44]=[CH:43][CH:42]=[CH:41][CH:40]=1.O, predict the reaction product. The product is: [CH3:1][O:2][C:3](=[O:30])[C@@H:4]([C:6]1[CH:7]=[C:8]([C:16]2[CH:21]=[CH:20][C:19]([C:22]([F:23])([F:24])[F:25])=[CH:18][C:17]=2[CH2:26][N:27]([CH2:28][CH3:29])[C:46]([NH:45][CH2:38][C:39]2[CH:44]=[CH:43][CH:42]=[CH:41][CH:40]=2)=[O:47])[CH:9]=[C:10]([C:12]([F:14])([F:15])[F:13])[CH:11]=1)[CH3:5]. (4) Given the reactants B(Br)(Br)Br.[C:5]1([S:11]([CH2:14][C:15]2[C:20]([C:21]([O:23][CH2:24][CH3:25])=[O:22])=[C:19]([O:26]C)[C:18]([Br:28])=[CH:17][CH:16]=2)(=[O:13])=[O:12])[CH:10]=[CH:9][CH:8]=[CH:7][CH:6]=1.C(=O)(O)[O-].[Na+], predict the reaction product. The product is: [C:5]1([S:11]([CH2:14][C:15]2[C:20]([C:21]([O:23][CH2:24][CH3:25])=[O:22])=[C:19]([OH:26])[C:18]([Br:28])=[CH:17][CH:16]=2)(=[O:13])=[O:12])[CH:6]=[CH:7][CH:8]=[CH:9][CH:10]=1. (5) Given the reactants [Cl:1][C:2]1[CH:8]=[CH:7][C:5]([NH2:6])=[CH:4][C:3]=1[O:9][CH2:10][C:11]1[CH:16]=[CH:15][CH:14]=[CH:13][N:12]=1.CCN(C(C)C)C(C)C.[CH3:26][C:27](OC(C)=O)=[O:28], predict the reaction product. The product is: [Cl:1][C:2]1[CH:8]=[CH:7][C:5]([NH:6][C:27](=[O:28])[CH3:26])=[CH:4][C:3]=1[O:9][CH2:10][C:11]1[CH:16]=[CH:15][CH:14]=[CH:13][N:12]=1. (6) The product is: [Cl:26][C:23]1[S:22][C:21]([S:18]([NH:17][C:15]([N:14]2[CH2:13][CH2:12][N:11]([C:27]3[C:37]([C:38]#[N:39])=[CH:36][C:30]([CH:31]([O:33][CH2:34][CH3:35])[OH:32])=[C:29]([C:40]([F:43])([F:42])[F:41])[N:28]=3)[CH2:10][CH:9]2[CH2:8][CH2:7][C:6]([OH:44])=[O:5])=[O:16])(=[O:19])=[O:20])=[CH:25][CH:24]=1. Given the reactants C([O:5][C:6](=[O:44])[CH2:7][CH2:8][CH:9]1[N:14]([C:15]([NH:17][S:18]([C:21]2[S:22][C:23]([Cl:26])=[CH:24][CH:25]=2)(=[O:20])=[O:19])=[O:16])[CH2:13][CH2:12][N:11]([C:27]2[C:37]([C:38]#[N:39])=[CH:36][C:30]([C:31]([O:33][CH2:34][CH3:35])=[O:32])=[C:29]([C:40]([F:43])([F:42])[F:41])[N:28]=2)[CH2:10]1)(C)(C)C.FC(F)(F)C(O)=O, predict the reaction product. (7) Given the reactants Br[C:2]1[CH:6]=[C:5]([C:7]#[C:8][C:9]([O:12][CH3:13])([CH3:11])[CH3:10])[S:4][C:3]=1[C:14]([O:16][CH3:17])=[O:15].[NH2:18][CH2:19][C:20]([N:22]1[CH2:27][CH2:26][O:25][CH2:24][CH2:23]1)=[O:21].Cl.C([O-])([O-])=O.[Cs+].[Cs+].C1C=CC(P(C2C(C3C(P(C4C=CC=CC=4)C4C=CC=CC=4)=CC=C4C=3C=CC=C4)=C3C(C=CC=C3)=CC=2)C2C=CC=CC=2)=CC=1, predict the reaction product. The product is: [CH3:13][O:12][C:9]([CH3:11])([CH3:10])[C:8]#[C:7][C:5]1[S:4][C:3]([C:14]([O:16][CH3:17])=[O:15])=[C:2]([NH:18][CH2:19][C:20]([N:22]2[CH2:27][CH2:26][O:25][CH2:24][CH2:23]2)=[O:21])[CH:6]=1. (8) Given the reactants CN(C)C=O.[NH2:6][C:7](=[N:46][OH:47])[C:8]1[CH:9]=[CH:10][C:11]([CH3:45])=[C:12]([N:14]([CH2:31][C:32]([N:34]([N:36]2[CH2:44][C:43]3[C:38](=[CH:39][CH:40]=[CH:41][CH:42]=3)[CH2:37]2)[CH3:35])=[O:33])[CH2:15][C:16]([NH:18][CH2:19][CH2:20][N:21]([C:24]([O:26][C:27]([CH3:30])([CH3:29])[CH3:28])=[O:25])[CH2:22][CH3:23])=[O:17])[CH:13]=1.C(N(CC)CC)C.[F:55][C:56]([F:67])([F:66])[C:57](O[C:57](=O)[C:56]([F:67])([F:66])[F:55])=O, predict the reaction product. The product is: [CH2:44]1[C:43]2[C:38](=[CH:39][CH:40]=[CH:41][CH:42]=2)[CH2:37][N:36]1[N:34]([CH3:35])[C:32](=[O:33])[CH2:31][N:14]([C:12]1[CH:13]=[C:8]([C:7]2[N:6]=[C:57]([C:56]([F:67])([F:66])[F:55])[O:47][N:46]=2)[CH:9]=[CH:10][C:11]=1[CH3:45])[CH2:15][C:16]([NH:18][CH2:19][CH2:20][N:21]([C:24]([O:26][C:27]([CH3:30])([CH3:28])[CH3:29])=[O:25])[CH2:22][CH3:23])=[O:17]. (9) Given the reactants N1C=[CH:4][C:3]([C:6]([OH:8])=[O:7])=[N:2]1.[C:9](=O)([O-])[O-].[K+].[K+].CI.C[N:18]([CH:20]=O)[CH3:19], predict the reaction product. The product is: [CH3:19][N:18]1[CH:20]=[CH:4][C:3]([C:6]([O:8][CH3:9])=[O:7])=[N:2]1. (10) Given the reactants [Cl:1][C:2]1[CH:7]=[CH:6][C:5]([CH2:8]O)=[C:4]([O:10][CH3:11])[CH:3]=1.S(Cl)([Cl:14])=O, predict the reaction product. The product is: [Cl:1][C:2]1[CH:7]=[CH:6][C:5]([CH2:8][Cl:14])=[C:4]([O:10][CH3:11])[CH:3]=1.